From a dataset of Forward reaction prediction with 1.9M reactions from USPTO patents (1976-2016). Predict the product of the given reaction. (1) Given the reactants [Cl:1][C:2]1[CH:7]=[CH:6][C:5]([NH:8][NH2:9])=[CH:4][CH:3]=1.C[O-].[Na+].CO.[C:15](OC)(=[O:18])[CH2:16][CH3:17].S(=O)(=O)(O)O, predict the reaction product. The product is: [Cl:1][C:2]1[CH:7]=[CH:6][C:5]([N:8]2[CH:17]=[CH:16][C:15]([OH:18])=[N:9]2)=[CH:4][CH:3]=1. (2) Given the reactants [CH2:1]1[CH:5]2[CH:6]3[CH:10]=[CH:9][CH:8]([CH:4]2[CH:3]=[CH:2]1)[CH2:7]3.[CH2:11]=[CH:12][C:13]1[CH:18]=[CH:17][CH:16]=[CH:15][CH:14]=1, predict the reaction product. The product is: [CH2:1]1[CH:5]2[CH:6]3[CH:10]=[CH:9][CH:8]([CH:4]2[CH:3]=[CH:2]1)[CH2:7]3.[CH2:11]=[CH:12][C:13]1[CH:18]=[CH:17][CH:16]=[CH:15][CH:14]=1. (3) Given the reactants [Br:1][C:2]1[CH:10]=[C:9]2[C:5]([CH:6]=[N:7][N:8]2[S:11]([C:14]2[CH:19]=[CH:18][CH:17]=[CH:16][CH:15]=2)(=[O:13])=[O:12])=[C:4]([C:20]2[O:21][C:22]([CH2:25]Cl)=[N:23][N:24]=2)[CH:3]=1.[CH2:27]1[C:31]2([CH2:36][NH:35][CH2:34][CH2:33][O:32]2)[CH2:30][CH2:29][CH2:28]1.CCN(C(C)C)C(C)C.[I-].[Na+], predict the reaction product. The product is: [Br:1][C:2]1[CH:10]=[C:9]2[C:5]([CH:6]=[N:7][N:8]2[S:11]([C:14]2[CH:19]=[CH:18][CH:17]=[CH:16][CH:15]=2)(=[O:13])=[O:12])=[C:4]([C:20]2[O:21][C:22]([CH2:25][N:35]3[CH2:36][C:31]4([CH2:27][CH2:28][CH2:29][CH2:30]4)[O:32][CH2:33][CH2:34]3)=[N:23][N:24]=2)[CH:3]=1.